Dataset: Experimentally validated miRNA-target interactions with 360,000+ pairs, plus equal number of negative samples. Task: Binary Classification. Given a miRNA mature sequence and a target amino acid sequence, predict their likelihood of interaction. (1) The miRNA is hsa-miR-378c with sequence ACUGGACUUGGAGUCAGAAGAGUGG. The protein sequence of the target gene is MFFWCACCLMVAWRVSASDAEHCPELPPVDNSIFVAKEVEGQILGTYVCIKGYHLVGKKTLFCNASKEWDNTTTECRLGHCPDPVLVNGEFSSSGPVNVSDKITFMCNDHYILKGSNRSQCLEDHTWAPPFPICKSRDCDPPGNPVHGYFEGNNFTLGSTISYYCEDRYYLVGVQEQQCVDGEWSSALPVCKLIQEAPKPECEKALLAFQESKNLCEAMENFMQQLKESGMTMEELKYSLELKKAELKAKLL. Result: 0 (no interaction). (2) The miRNA is hsa-miR-5091 with sequence ACGGAGACGACAAGACUGUGCUG. The protein sequence of the target gene is MALHPRRVRLKPWLVAQVDSGLYPGLIWLHRDSKRFQIPWKHATRHSPQQEEENTIFKAWAVETGKYQEGVDDPDPAKWKAQLRCALNKSREFNLMYDGTKEVPMNPVKIYQVCDIPQPQGSIINPGSTGSAPWDEKDNDVDEEDEEDELDQSQHHVPIQDTFPFLNINGSPMAPASVGNCSVGNCSPEAVWPKTEPLEMEVPQAPIQPFYSSPELWISSLPMTDLDIKFQYRGKEYGQTMTVSNPQGCRLFYGDLGPMPDQEELFGPVSLEQVKFPGPEHITNEKQKLFTSKLLDVMDR.... Result: 0 (no interaction). (3) The miRNA is hsa-miR-300 with sequence UAUACAAGGGCAGACUCUCUCU. The protein sequence of the target gene is MAAWSPAAAAPLLRGIRGLPLHHRMFATQTEGELRVTQILKEKFPRATAIKVTDISGGCGAMYEIKIESEEFKEKRTVQQHQMVNQALKEEIKEMHGLRIFTSVPKR. Result: 0 (no interaction).